This data is from Full USPTO retrosynthesis dataset with 1.9M reactions from patents (1976-2016). The task is: Predict the reactants needed to synthesize the given product. (1) Given the product [CH3:31][S:32][C:2]1[C:3]([O:10][C@@H:11]2[CH2:16][CH2:15][C@@H:14]([CH3:17])[N:13]([C:18]([C:20]3[CH:25]=[CH:24][CH:23]=[CH:22][C:21]=3[N:26]3[N:30]=[CH:29][CH:28]=[N:27]3)=[O:19])[CH2:12]2)=[N:4][CH:5]=[CH:6][C:7]=1[C:8]#[N:9], predict the reactants needed to synthesize it. The reactants are: Cl[C:2]1[C:3]([O:10][C@@H:11]2[CH2:16][CH2:15][C@@H:14]([CH3:17])[N:13]([C:18]([C:20]3[CH:25]=[CH:24][CH:23]=[CH:22][C:21]=3[N:26]3[N:30]=[CH:29][CH:28]=[N:27]3)=[O:19])[CH2:12]2)=[N:4][CH:5]=[CH:6][C:7]=1[C:8]#[N:9].[CH3:31][S-:32].[Na+]. (2) The reactants are: [C:1]1([N:7]=[C:8]=[O:9])[CH:6]=[CH:5][CH:4]=[CH:3][CH:2]=1.Cl.[S:11]1[CH:15]=[CH:14][CH:13]=[C:12]1[C:16]1[N:20]=[C:19]([CH:21]2[CH2:26][CH2:25][NH2+:24][CH2:23][CH2:22]2)[O:18][N:17]=1. Given the product [C:1]1([NH:7][C:8]([N:24]2[CH2:25][CH2:26][CH:21]([C:19]3[O:18][N:17]=[C:16]([C:12]4[S:11][CH:15]=[CH:14][CH:13]=4)[N:20]=3)[CH2:22][CH2:23]2)=[O:9])[CH:6]=[CH:5][CH:4]=[CH:3][CH:2]=1, predict the reactants needed to synthesize it. (3) Given the product [Si:21]([O:20][C@H:17]1[CH2:18][CH2:19][C@@:14]([C@H:13]2[CH2:12][CH2:11][C@@:10]3([CH3:42])[C@@H:6]([CH2:7][CH2:8][C:9]3=[CH2:43])[C@@H:5]2[OH:4])([CH3:41])[C@@H:15]([CH2:38][CH2:39][O:40][C:45]2[CH:50]=[CH:49][CH:48]=[CH:47][N:46]=2)[CH2:16]1)([C:34]([CH3:35])([CH3:36])[CH3:37])([C:28]1[CH:29]=[CH:30][CH:31]=[CH:32][CH:33]=1)[C:22]1[CH:23]=[CH:24][CH:25]=[CH:26][CH:27]=1, predict the reactants needed to synthesize it. The reactants are: C([O:4][C@@H:5]1[C@@H:13]([C@@:14]2([CH3:41])[CH2:19][CH2:18][C@H:17]([O:20][Si:21]([C:34]([CH3:37])([CH3:36])[CH3:35])([C:28]3[CH:33]=[CH:32][CH:31]=[CH:30][CH:29]=3)[C:22]3[CH:27]=[CH:26][CH:25]=[CH:24][CH:23]=3)[CH2:16][C@@H:15]2[CH2:38][CH2:39][OH:40])[CH2:12][CH2:11][C@@:10]2([CH3:42])[C@H:6]1[CH2:7][CH2:8][C:9]2=[CH2:43])(=O)C.Br[C:45]1[CH:50]=[CH:49][CH:48]=[CH:47][N:46]=1.[H-].[Na+].